From a dataset of NCI-60 drug combinations with 297,098 pairs across 59 cell lines. Regression. Given two drug SMILES strings and cell line genomic features, predict the synergy score measuring deviation from expected non-interaction effect. (1) Drug 1: CS(=O)(=O)OCCCCOS(=O)(=O)C. Drug 2: CC(C)(C#N)C1=CC(=CC(=C1)CN2C=NC=N2)C(C)(C)C#N. Cell line: UACC-257. Synergy scores: CSS=-0.0660, Synergy_ZIP=0.266, Synergy_Bliss=1.96, Synergy_Loewe=0.788, Synergy_HSA=-0.641. (2) Drug 1: C1=CC=C(C=C1)NC(=O)CCCCCCC(=O)NO. Drug 2: C1=NC2=C(N1)C(=S)N=CN2. Cell line: NCI-H226. Synergy scores: CSS=38.0, Synergy_ZIP=-6.48, Synergy_Bliss=-0.898, Synergy_Loewe=-9.32, Synergy_HSA=0.0779.